This data is from Full USPTO retrosynthesis dataset with 1.9M reactions from patents (1976-2016). The task is: Predict the reactants needed to synthesize the given product. (1) The reactants are: C([O:5][C:6]([C:8]1[C:9]([C:14]2[CH:19]=[C:18]([C:20](=[O:37])[NH:21][C@H:22]([CH2:30][C:31]3[CH:36]=[CH:35][CH:34]=[CH:33][CH:32]=3)[C@H:23]([C:25]([O:27][CH2:28][CH3:29])=[O:26])[OH:24])[CH:17]=[CH:16][C:15]=2[F:38])=[CH:10][CH:11]=[CH:12][CH:13]=1)=[O:7])(C)(C)C.C(O)(C(F)(F)F)=O.C(Cl)Cl.C1COCC1.[OH-].[Na+]. Given the product [CH2:30]([C@@H:22]([NH:21][C:20]([C:18]1[CH:17]=[CH:16][C:15]([F:38])=[C:14]([C:9]2[C:8]([C:6]([OH:7])=[O:5])=[CH:13][CH:12]=[CH:11][CH:10]=2)[CH:19]=1)=[O:37])[C@H:23]([C:25]([O:27][CH2:28][CH3:29])=[O:26])[OH:24])[C:31]1[CH:36]=[CH:35][CH:34]=[CH:33][CH:32]=1, predict the reactants needed to synthesize it. (2) Given the product [Cl:1][C:2]1[N:3]=[C:4]([N:18]2[CH2:23][CH2:22][O:21][CH2:20][CH2:19]2)[C:5]2[S:10][C:9]([C:11]3[CH:12]=[C:13]([NH:17][C:27](=[O:28])[CH2:26][O:25][CH3:24])[CH:14]=[CH:15][CH:16]=3)=[CH:8][C:6]=2[N:7]=1, predict the reactants needed to synthesize it. The reactants are: [Cl:1][C:2]1[N:3]=[C:4]([N:18]2[CH2:23][CH2:22][O:21][CH2:20][CH2:19]2)[C:5]2[S:10][C:9]([C:11]3[CH:12]=[C:13]([NH2:17])[CH:14]=[CH:15][CH:16]=3)=[CH:8][C:6]=2[N:7]=1.[CH3:24][O:25][CH2:26][C:27](Cl)=[O:28].C(N(CC)CC)C. (3) Given the product [CH2:1]([C:3]1[C:4](=[O:18])[N:5](/[CH:20]=[CH:21]/[C:22]2[CH:27]=[CH:26][CH:25]=[CH:24][CH:23]=2)[C:6]([C:10]2[CH:15]=[CH:14][CH:13]=[CH:12][C:11]=2[O:16][CH3:17])=[N:7][C:8]=1[CH3:9])[CH3:2], predict the reactants needed to synthesize it. The reactants are: [CH2:1]([C:3]1[C:4](=[O:18])[N:5]=[C:6]([C:10]2[CH:15]=[CH:14][CH:13]=[CH:12][C:11]=2[O:16][CH3:17])[NH:7][C:8]=1[CH3:9])[CH3:2].Br/[CH:20]=[CH:21]/[C:22]1[CH:27]=[CH:26][CH:25]=[CH:24][CH:23]=1. (4) Given the product [Br:1][C:2]1[C:3]2[N:4]([CH:12]=[C:13]([C:15]3[O:19][N:18]=[C:17]([C:20]4[CH:25]=[CH:24][C:23]([CH:26]=[O:27])=[CH:22][C:21]=4[Cl:28])[N:16]=3)[N:14]=2)[CH:5]=[C:6]([C:8]([F:9])([F:11])[F:10])[CH:7]=1, predict the reactants needed to synthesize it. The reactants are: [Br:1][C:2]1[C:3]2[N:4]([CH:12]=[C:13]([C:15]3[O:19][N:18]=[C:17]([C:20]4[CH:25]=[CH:24][C:23]([CH2:26][OH:27])=[CH:22][C:21]=4[Cl:28])[N:16]=3)[N:14]=2)[CH:5]=[C:6]([C:8]([F:11])([F:10])[F:9])[CH:7]=1.CC(OI1(OC(C)=O)(OC(C)=O)OC(=O)C2C=CC=CC1=2)=O.